Dataset: Peptide-MHC class II binding affinity with 134,281 pairs from IEDB. Task: Regression. Given a peptide amino acid sequence and an MHC pseudo amino acid sequence, predict their binding affinity value. This is MHC class II binding data. (1) The peptide sequence is LGIVPLLLLDMWEHA. The MHC is DRB1_0101 with pseudo-sequence DRB1_0101. The binding affinity (normalized) is 0.585. (2) The peptide sequence is AAATAGTTVYGAFWA. The MHC is HLA-DPA10103-DPB10601 with pseudo-sequence HLA-DPA10103-DPB10601. The binding affinity (normalized) is 0. (3) The peptide sequence is KITSLPLIAASI. The MHC is H-2-IAb with pseudo-sequence H-2-IAb. The binding affinity (normalized) is 0.513. (4) The peptide sequence is NGDGDVVAVDIKEKG. The MHC is DRB1_0701 with pseudo-sequence DRB1_0701. The binding affinity (normalized) is 0.